Dataset: Full USPTO retrosynthesis dataset with 1.9M reactions from patents (1976-2016). Task: Predict the reactants needed to synthesize the given product. (1) Given the product [N:1]1[C:6]2[NH:7][C:8]3[CH:16]=[CH:15][CH:14]=[CH:13][C:9]=3[C:10](=[S:26])[NH:11][C:5]=2[CH:4]=[CH:3][CH:2]=1, predict the reactants needed to synthesize it. The reactants are: [N:1]1[C:6]2[NH:7][C:8]3[CH:16]=[CH:15][CH:14]=[CH:13][C:9]=3[C:10](=O)[NH:11][C:5]=2[CH:4]=[CH:3][CH:2]=1.COC1C=CC(P2(SP(C3C=CC(OC)=CC=3)(=S)S2)=[S:26])=CC=1.O. (2) Given the product [ClH:41].[F:1][C:2]1[CH:7]=[C:6]([F:8])[CH:5]=[CH:4][C:3]=1[N:9]1[CH:13]([C:14]2[CH:19]=[C:18]([C:20]3[CH2:21][CH2:22][NH:23][CH2:24][CH:25]=3)[CH:17]=[CH:16][C:15]=2[F:33])[CH2:12][C:11]([C:34]([F:39])([F:40])[C:35]([F:37])([F:36])[F:38])=[N:10]1, predict the reactants needed to synthesize it. The reactants are: [F:1][C:2]1[CH:7]=[C:6]([F:8])[CH:5]=[CH:4][C:3]=1[N:9]1[CH:13]([C:14]2[CH:19]=[C:18]([C:20]3[CH2:21][CH2:22][N:23](C(OC(C)(C)C)=O)[CH2:24][CH:25]=3)[CH:17]=[CH:16][C:15]=2[F:33])[CH2:12][C:11]([C:34]([F:40])([F:39])[C:35]([F:38])([F:37])[F:36])=[N:10]1.[ClH:41]. (3) Given the product [NH2:9][C:8]1[NH:1][C:2]([C:11]2[O:12][CH:13]=[CH:14][CH:15]=2)=[C:3]([C:4]#[N:5])[C:6](=[O:10])[CH:7]=1, predict the reactants needed to synthesize it. The reactants are: [NH2:1][C:2]([C:11]1[O:12][CH:13]=[CH:14][CH:15]=1)=[C:3]([C:6](=[O:10])[CH2:7][C:8]#[N:9])[C:4]#[N:5].CC[O-].[Na+]. (4) Given the product [CH3:15][Sn:16]([CH3:22])([CH3:21])[C:2]1[CH:7]=[CH:6][C:5]([N:8]2[CH2:13][CH2:12][CH:11]([OH:14])[CH2:10][CH2:9]2)=[CH:4][CH:3]=1, predict the reactants needed to synthesize it. The reactants are: Br[C:2]1[CH:7]=[CH:6][C:5]([N:8]2[CH2:13][CH2:12][CH:11]([OH:14])[CH2:10][CH2:9]2)=[CH:4][CH:3]=1.[CH3:15][Sn:16]([CH3:22])([CH3:21])[Sn:16]([CH3:22])([CH3:21])[CH3:15]. (5) Given the product [CH2:16]([N:8]1[C:9]2[C:5](=[C:4]([N+:1]([O-:3])=[O:2])[CH:12]=[CH:11][CH:10]=2)[CH:6]=[N:7]1)[C:17]1[CH:22]=[CH:21][CH:20]=[CH:19][CH:18]=1, predict the reactants needed to synthesize it. The reactants are: [N+:1]([C:4]1[CH:12]=[CH:11][CH:10]=[C:9]2[C:5]=1[CH:6]=[N:7][NH:8]2)([O-:3])=[O:2].[OH-].[K+].Br[CH2:16][C:17]1[CH:22]=[CH:21][CH:20]=[CH:19][CH:18]=1.